Dataset: Catalyst prediction with 721,799 reactions and 888 catalyst types from USPTO. Task: Predict which catalyst facilitates the given reaction. (1) Reactant: [F:1][C:2]1[CH:3]=[CH:4][C:5]([O:39][CH3:40])=[C:6]([C:8]2[C:9]3[CH:16]=[C:15]([C:17]4[CH2:22][CH2:21][N:20]([C:23]([O:25][C:26]([CH3:29])([CH3:28])[CH3:27])=[O:24])[CH2:19][CH:18]=4)[N:14](S(C4C=CC=CC=4)(=O)=O)[C:10]=3[N:11]=[CH:12][N:13]=2)[CH:7]=1.[OH-].[Na+]. Product: [F:1][C:2]1[CH:3]=[CH:4][C:5]([O:39][CH3:40])=[C:6]([C:8]2[C:9]3[CH:16]=[C:15]([C:17]4[CH2:22][CH2:21][N:20]([C:23]([O:25][C:26]([CH3:27])([CH3:28])[CH3:29])=[O:24])[CH2:19][CH:18]=4)[NH:14][C:10]=3[N:11]=[CH:12][N:13]=2)[CH:7]=1. The catalyst class is: 155. (2) Product: [F:7][C:8]1[CH:14]=[C:12]([NH2:13])[C:11]([NH2:15])=[CH:10][C:9]=1[O:18][CH3:19]. Reactant: O.O.[Sn](Cl)Cl.Cl.[F:7][C:8]1[C:9]([O:18][CH3:19])=[CH:10][C:11]([N+:15]([O-])=O)=[C:12]([CH:14]=1)[NH2:13].[OH-].[Na+]. The catalyst class is: 6. (3) Reactant: [Cl:1][C:2]1[C:3]([C:34]2[CH:39]=[CH:38][C:37]([O:40][CH3:41])=[CH:36][CH:35]=2)=[C:4]2[C:18]3[CH2:19][CH2:20][C@H:21]([C:23]([NH:25][C@@H](C4C=CC=CC=4)C)=[O:24])[CH2:22][C:17]=3[S:16][C:5]2=[N:6][C:7]=1[CH2:8][N:9]1[C:13](=[O:14])[CH2:12][O:11][C:10]1=[O:15].C1(OC)C=CC=CC=1.CS(O)(=O)=O.C(OCC)(=O)C. Product: [Cl:1][C:2]1[C:3]([C:34]2[CH:39]=[CH:38][C:37]([O:40][CH3:41])=[CH:36][CH:35]=2)=[C:4]2[C:18]3[CH2:19][CH2:20][C@H:21]([C:23]([NH2:25])=[O:24])[CH2:22][C:17]=3[S:16][C:5]2=[N:6][C:7]=1[CH2:8][N:9]1[C:13](=[O:14])[CH2:12][O:11][C:10]1=[O:15]. The catalyst class is: 6. (4) Reactant: [C:1]([O:5][C:6]([N:8]1[C:16]2[C:11](=[CH:12][CH:13]=[C:14]([O:17][Si](C(C)(C)C)(C)C)[CH:15]=2)[CH:10]=[C:9]1[C:25]1[C:26]2[S:39][C:38]([C:40](C)(C)[O:41][SiH2]C(C)(C)C)=[CH:37][C:27]=2[N:28]([C:30]([O:32][C:33]([CH3:36])([CH3:35])[CH3:34])=[O:31])[N:29]=1)=[O:7])([CH3:4])([CH3:3])[CH3:2].CCCC[N+](CCCC)(CCCC)CCCC.[F-]. Product: [C:1]([O:5][C:6]([N:8]1[C:16]2[C:11](=[CH:12][CH:13]=[C:14]([OH:17])[CH:15]=2)[CH:10]=[C:9]1[C:25]1[C:26]2[S:39][C:38]([CH2:40][OH:41])=[CH:37][C:27]=2[N:28]([C:30]([O:32][C:33]([CH3:34])([CH3:35])[CH3:36])=[O:31])[N:29]=1)=[O:7])([CH3:2])([CH3:3])[CH3:4]. The catalyst class is: 30. (5) Reactant: [F:1][C:2]1[CH:28]=[CH:27][C:5]([CH2:6][NH:7][C:8]([C:10]2[N:11]=[C:12]3[C:18]4([NH:21][CH3:22])[CH2:19][CH2:20][CH:15]([CH2:16][CH2:17]4)[CH2:14][N:13]3[C:23](=[O:26])[C:24]=2[OH:25])=[O:9])=[CH:4][CH:3]=1.[O:29]=[C:30]([N:34]1[CH2:38][CH2:37][CH2:36][CH2:35]1)[C:31]([OH:33])=O.C(N(C(C)C)CC)(C)C.F[P-](F)(F)(F)(F)F.N1(OC(N(C)C)=[N+](C)C)C2N=CC=CC=2N=N1. Product: [F:1][C:2]1[CH:3]=[CH:4][C:5]([CH2:6][NH:7][C:8]([C:10]2[N:11]=[C:12]3[C:18]4([N:21]([CH3:22])[C:31](=[O:33])[C:30](=[O:29])[N:34]5[CH2:38][CH2:37][CH2:36][CH2:35]5)[CH2:19][CH2:20][CH:15]([CH2:16][CH2:17]4)[CH2:14][N:13]3[C:23](=[O:26])[C:24]=2[OH:25])=[O:9])=[CH:27][CH:28]=1. The catalyst class is: 456. (6) Reactant: O.[NH2:2][NH2:3].Cl[C:5]1[CH:13]=[CH:12][C:11]([N+:14]([O-:16])=[O:15])=[CH:10][C:6]=1[C:7](O)=[O:8].Cl. Product: [N+:14]([C:11]1[CH:10]=[C:6]2[C:5](=[CH:13][CH:12]=1)[NH:3][NH:2][C:7]2=[O:8])([O-:16])=[O:15]. The catalyst class is: 8. (7) Reactant: [CH2:1]([NH:8][C:9]1[CH:14]=[CH:13][CH:12]=[C:11](Br)[CH:10]=1)[C:2]1[CH:7]=[CH:6][CH:5]=[CH:4][CH:3]=1.[B:16]1([B:16]2[O:20][C:19]([CH3:22])([CH3:21])[C:18]([CH3:24])([CH3:23])[O:17]2)[O:20][C:19]([CH3:22])([CH3:21])[C:18]([CH3:24])([CH3:23])[O:17]1.C([O-])(=O)C.[K+]. Product: [CH2:1]([NH:8][C:9]1[CH:14]=[CH:13][CH:12]=[C:11]([B:16]2[O:20][C:19]([CH3:22])([CH3:21])[C:18]([CH3:24])([CH3:23])[O:17]2)[CH:10]=1)[C:2]1[CH:7]=[CH:6][CH:5]=[CH:4][CH:3]=1. The catalyst class is: 439.